This data is from Full USPTO retrosynthesis dataset with 1.9M reactions from patents (1976-2016). The task is: Predict the reactants needed to synthesize the given product. (1) Given the product [CH3:21][O:20][C:17]1[CH:18]=[CH:19][C:14]([C:13]2[N:9]([C:6]3[CH:7]=[CH:8][C:3]([O:2][CH3:1])=[CH:4][CH:5]=3)[N:10]=[C:11]([O:22][CH2:30][C:31]([F:34])([F:33])[F:32])[N:12]=2)=[CH:15][N:16]=1, predict the reactants needed to synthesize it. The reactants are: [CH3:1][O:2][C:3]1[CH:8]=[CH:7][C:6]([N:9]2[C:13]([C:14]3[CH:15]=[N:16][C:17]([O:20][CH3:21])=[CH:18][CH:19]=3)=[N:12][C:11]([OH:22])=[N:10]2)=[CH:5][CH:4]=1.C(=O)([O-])[O-].[K+].[K+].I[CH2:30][C:31]([F:34])([F:33])[F:32].C(OCC)(=O)C. (2) The reactants are: [C:1]([O:5][C@@H:6]([C:12]1[C:30]([CH3:31])=[CH:29][C:15]2[N:16]=[C:17]([C:19]3[CH:20]=[C:21]4[C:25](=[CH:26][CH:27]=3)[C:24](=[O:28])[NH:23][CH2:22]4)[S:18][C:14]=2[C:13]=1[C:32]1[CH:37]=[CH:36][C:35]([Cl:38])=[CH:34][CH:33]=1)[C:7]([O:9][CH2:10][CH3:11])=[O:8])([CH3:4])([CH3:3])[CH3:2].[H-].[Na+].I[CH3:42].[NH4+].[Cl-]. Given the product [C:1]([O:5][C@@H:6]([C:12]1[C:30]([CH3:31])=[CH:29][C:15]2[N:16]=[C:17]([C:19]3[CH:20]=[C:21]4[C:25](=[CH:26][CH:27]=3)[C:24](=[O:28])[N:23]([CH3:42])[CH2:22]4)[S:18][C:14]=2[C:13]=1[C:32]1[CH:37]=[CH:36][C:35]([Cl:38])=[CH:34][CH:33]=1)[C:7]([O:9][CH2:10][CH3:11])=[O:8])([CH3:2])([CH3:3])[CH3:4], predict the reactants needed to synthesize it. (3) Given the product [C:15]([O:1][C:2]1[CH:7]=[CH:6][C:5]([CH2:8][C:9]([OH:11])=[O:10])=[CH:4][C:3]=1[O:12][CH3:13])(=[O:16])[CH3:14], predict the reactants needed to synthesize it. The reactants are: [OH:1][C:2]1[CH:7]=[CH:6][C:5]([CH2:8][C:9]([OH:11])=[O:10])=[CH:4][C:3]=1[O:12][CH3:13].[CH3:14][C:15](OC(C)=O)=[O:16]. (4) Given the product [C:32]([O:31][C:29]([N:13]1[CH2:12][C@@H:11]([C:6]2[CH:7]=[CH:8][C:9]([Cl:10])=[C:4]([Cl:3])[CH:5]=2)[C@@H:17]([CH2:18][N:19]2[CH2:24][CH2:23][CH:22]([C:25]([OH:27])=[O:26])[CH2:21][CH2:20]2)[O:16][CH2:15][CH2:14]1)=[O:30])([CH3:35])([CH3:33])[CH3:34], predict the reactants needed to synthesize it. The reactants are: [OH-].[Na+].[Cl:3][C:4]1[CH:5]=[C:6]([C@H:11]2[C@@H:17]([CH2:18][N:19]3[CH2:24][CH2:23][CH:22]([C:25]([O:27]C)=[O:26])[CH2:21][CH2:20]3)[O:16][CH2:15][CH2:14][N:13]([C:29]([O:31][C:32]([CH3:35])([CH3:34])[CH3:33])=[O:30])[CH2:12]2)[CH:7]=[CH:8][C:9]=1[Cl:10].O. (5) Given the product [O:22]1[CH2:23][CH2:24][C@H:20]([O:19][C:16]2[CH:17]=[CH:18][C:13]([C:10]3[N:9]=[C:8]([C:5]4[CH:4]=[CH:3][C:2]([NH:29][C@H:30]5[CH2:34][CH2:33][C@@H:32]([C:35]([OH:37])=[O:36])[CH2:31]5)=[CH:7][CH:6]=4)[O:12][N:11]=3)=[CH:14][C:15]=2[C:25]([F:27])([F:26])[F:28])[CH2:21]1, predict the reactants needed to synthesize it. The reactants are: F[C:2]1[CH:7]=[CH:6][C:5]([C:8]2[O:12][N:11]=[C:10]([C:13]3[CH:18]=[CH:17][C:16]([O:19][C@H:20]4[CH2:24][CH2:23][O:22][CH2:21]4)=[C:15]([C:25]([F:28])([F:27])[F:26])[CH:14]=3)[N:9]=2)=[CH:4][CH:3]=1.[NH2:29][C@H:30]1[CH2:34][CH2:33][C@@H:32]([C:35]([OH:37])=[O:36])[CH2:31]1.C(=O)([O-])[O-].[K+].[K+].CN(C=O)C. (6) Given the product [CH:7]1([N:11]2[CH2:17][CH2:16][CH2:15][N:14]([C:18]([N:20]3[CH2:21][CH:22]([O:24][C:25]4[CH:26]=[CH:27][C:28]([C:31]([CH3:37])([CH3:36])[CH2:32][OH:33])=[N:29][CH:30]=4)[CH2:23]3)=[O:19])[CH2:13][CH2:12]2)[CH2:10][CH2:9][CH2:8]1, predict the reactants needed to synthesize it. The reactants are: [H-].[H-].[H-].[H-].[Li+].[Al+3].[CH:7]1([N:11]2[CH2:17][CH2:16][CH2:15][N:14]([C:18]([N:20]3[CH2:23][CH:22]([O:24][C:25]4[CH:26]=[CH:27][C:28]([C:31]([CH3:37])([CH3:36])[C:32](OC)=[O:33])=[N:29][CH:30]=4)[CH2:21]3)=[O:19])[CH2:13][CH2:12]2)[CH2:10][CH2:9][CH2:8]1. (7) Given the product [Br:13][C:14]1[CH:21]=[C:20]([N:1]2[C:9]3[CH2:8][CH2:7][CH2:6][CH2:5][C:4]=3[C:3]([C:10]([OH:12])=[O:11])=[N:2]2)[CH:19]=[CH:18][C:15]=1[C:16]#[N:17], predict the reactants needed to synthesize it. The reactants are: [NH:1]1[C:9]2[CH2:8][CH2:7][CH2:6][CH2:5][C:4]=2[C:3]([C:10]([OH:12])=[O:11])=[N:2]1.[Br:13][C:14]1[CH:21]=[C:20](F)[CH:19]=[CH:18][C:15]=1[C:16]#[N:17].